Dataset: Full USPTO retrosynthesis dataset with 1.9M reactions from patents (1976-2016). Task: Predict the reactants needed to synthesize the given product. Given the product [CH2:22]([O:1][C:2]1[CH:3]=[C:4]([CH:14]=[O:15])[C:5]([C:8]2[CH:13]=[CH:12][CH:11]=[CH:10][CH:9]=2)=[CH:6][CH:7]=1)[C:23]1[CH:28]=[CH:27][CH:26]=[CH:25][CH:24]=1, predict the reactants needed to synthesize it. The reactants are: [OH:1][C:2]1[CH:3]=[C:4]([CH:14]=[O:15])[C:5]([C:8]2[CH:13]=[CH:12][CH:11]=[CH:10][CH:9]=2)=[CH:6][CH:7]=1.C(=O)([O-])[O-].[K+].[K+].[CH2:22](Br)[C:23]1[CH:28]=[CH:27][CH:26]=[CH:25][CH:24]=1.